From a dataset of Peptide-MHC class I binding affinity with 185,985 pairs from IEDB/IMGT. Regression. Given a peptide amino acid sequence and an MHC pseudo amino acid sequence, predict their binding affinity value. This is MHC class I binding data. The peptide sequence is FLADYRGKT. The MHC is HLA-B07:02 with pseudo-sequence HLA-B07:02. The binding affinity (normalized) is 0.0524.